Dataset: Catalyst prediction with 721,799 reactions and 888 catalyst types from USPTO. Task: Predict which catalyst facilitates the given reaction. (1) Reactant: O=C1C2C(=CC=CC=2)C(=O)[N:3]1[O:12][CH:13]([C:19]1[CH:24]=[CH:23][CH:22]=[CH:21][CH:20]=1)[CH2:14][NH:15][C:16](=[O:18])[CH3:17].CNN. The catalyst class is: 8. Product: [NH2:3][O:12][CH:13]([C:19]1[CH:24]=[CH:23][CH:22]=[CH:21][CH:20]=1)[CH2:14][NH:15][C:16](=[O:18])[CH3:17]. (2) Reactant: C(N1[CH2:13][CH2:12][CH:11]([N:14]2[CH2:19][CH2:18][N:17]([CH3:20])[CH2:16][CH2:15]2)CC1)C1C=CC=CC=1. Product: [CH3:20][N:17]1[CH2:16][CH2:15][N:14]([CH2:11][CH:12]2[CH2:13][CH2:15][NH:14][CH2:11][CH2:12]2)[CH2:19][CH2:18]1. The catalyst class is: 5. (3) Reactant: [O:1]([C:8]1[CH:9]=[CH:10][C:11]([CH2:14][O:15]C(=O)C)=[N:12][CH:13]=1)[C:2]1[CH:7]=[CH:6][CH:5]=[CH:4][CH:3]=1.[OH-].[Na+].CO.O. Product: [O:1]([C:8]1[CH:9]=[CH:10][C:11]([CH2:14][OH:15])=[N:12][CH:13]=1)[C:2]1[CH:7]=[CH:6][CH:5]=[CH:4][CH:3]=1. The catalyst class is: 13. (4) Reactant: [CH3:1][O:2][C:3]1[CH:8]=[CH:7][CH:6]=[CH:5][C:4]=1[C:9]1[N:10]=[CH:11][N:12]([CH3:16])[C:13]=1[CH:14]=[O:15].C(=O)([O-])[O-:18].[K+].[K+].[K].[O-][Mn](=O)(=O)=O.[K+]. Product: [CH3:1][O:2][C:3]1[CH:8]=[CH:7][CH:6]=[CH:5][C:4]=1[C:9]1[N:10]=[CH:11][N:12]([CH3:16])[C:13]=1[C:14]([OH:18])=[O:15]. The catalyst class is: 95. (5) Reactant: C[O:2][C:3]([C:5]1[NH:43][C:8]2=[N:9][CH:10]=[C:11]([NH:13][CH2:14][C:15]3[CH:20]=[C:19]([NH:21][C:22](=[O:41])[C:23]4[CH:28]=[CH:27][C:26]([CH2:29][N:30]5[CH2:35][CH2:34][N:33]([CH3:36])[CH2:32][CH2:31]5)=[C:25]([C:37]([F:40])([F:39])[F:38])[CH:24]=4)[CH:18]=[CH:17][C:16]=3[CH3:42])[CH:12]=[C:7]2[CH:6]=1)=[O:4].[OH-].[K+]. Product: [CH3:42][C:16]1[CH:17]=[CH:18][C:19]([NH:21][C:22](=[O:41])[C:23]2[CH:28]=[CH:27][C:26]([CH2:29][N:30]3[CH2:35][CH2:34][N:33]([CH3:36])[CH2:32][CH2:31]3)=[C:25]([C:37]([F:38])([F:40])[F:39])[CH:24]=2)=[CH:20][C:15]=1[CH2:14][NH:13][C:11]1[CH:12]=[C:7]2[CH:6]=[C:5]([C:3]([OH:4])=[O:2])[NH:43][C:8]2=[N:9][CH:10]=1. The catalyst class is: 72. (6) Reactant: [Zn:1].[CH2:2]([NH:4][CH2:5][CH3:6])[CH3:3].[OH-].[NH4+].C(=O)=O.[C:12](=[S:14])=[S:13]. Product: [CH2:2]([N:4]([CH2:5][CH3:6])[C:12](=[S:13])[S-:14])[CH3:3].[Zn+2:1].[CH2:2]([N:4]([CH2:5][CH3:6])[C:12](=[S:13])[S-:14])[CH3:3]. The catalyst class is: 6. (7) Reactant: [Br:1][C:2]1[C:3](O)=[C:4]([CH:8]=[C:9]([I:11])[CH:10]=1)[C:5]([OH:7])=[O:6].[C:13](=O)([O-])[O-].[K+].[K+].CI.CN(C)[CH:23]=[O:24]. Product: [Br:1][C:2]1[C:3]([O:24][CH3:23])=[C:4]([CH:8]=[C:9]([I:11])[CH:10]=1)[C:5]([O:7][CH3:13])=[O:6]. The catalyst class is: 644.